This data is from Full USPTO retrosynthesis dataset with 1.9M reactions from patents (1976-2016). The task is: Predict the reactants needed to synthesize the given product. Given the product [N+:1]([C:4]1[CH:5]=[C:6]([C:12]2[O:13][C:14]3[CH:20]=[CH:19][C:18]([C:28]4[CH:29]=[CH:30][C:25]([C:22](=[O:24])[CH3:23])=[CH:26][CH:27]=4)=[CH:17][C:15]=3[N:16]=2)[CH:7]=[CH:8][C:9]=1[O:10][CH3:11])([O-:3])=[O:2], predict the reactants needed to synthesize it. The reactants are: [N+:1]([C:4]1[CH:5]=[C:6]([C:12]2[O:13][C:14]3[CH:20]=[CH:19][C:18](Br)=[CH:17][C:15]=3[N:16]=2)[CH:7]=[CH:8][C:9]=1[O:10][CH3:11])([O-:3])=[O:2].[C:22]([C:25]1[CH:30]=[CH:29][C:28](B(O)O)=[CH:27][CH:26]=1)(=[O:24])[CH3:23].